From a dataset of Forward reaction prediction with 1.9M reactions from USPTO patents (1976-2016). Predict the product of the given reaction. (1) Given the reactants [CH:1]([O:4][C:5]([N:7]1[CH:12]([CH2:13][CH3:14])[CH2:11][C:10](=O)[CH2:9][CH:8]1[CH2:16][CH3:17])=[O:6])([CH3:3])[CH3:2].[CH3:18][N:19]1[CH:23]=[N:22][C:21]([NH2:24])=[N:20]1.C(O)(=O)C.C(O[BH-](OC(=O)C)OC(=O)C)(=O)C.[Na+], predict the reaction product. The product is: [CH:1]([O:4][C:5]([N:7]1[CH:12]([CH2:13][CH3:14])[CH2:11][CH:10]([NH:24][C:21]2[N:22]=[CH:23][N:19]([CH3:18])[N:20]=2)[CH2:9][CH:8]1[CH2:16][CH3:17])=[O:6])([CH3:3])[CH3:2]. (2) Given the reactants [CH:1]([O:4][C:5]1[CH:10]=[CH:9][N:8]=[CH:7][C:6]=1[N+:11]([O-])=O)([CH3:3])[CH3:2], predict the reaction product. The product is: [CH:1]([O:4][C:5]1[CH:10]=[CH:9][N:8]=[CH:7][C:6]=1[NH2:11])([CH3:3])[CH3:2]. (3) Given the reactants [Cl:1]N1C(=O)CCC1=O.[Cl:9][C:10]1[C:11]([NH:15][C:16](=[O:21])[C:17]([F:20])([F:19])[F:18])=[CH:12][S:13][CH:14]=1, predict the reaction product. The product is: [Cl:1][C:12]1[S:13][CH:14]=[C:10]([Cl:9])[C:11]=1[NH:15][C:16](=[O:21])[C:17]([F:18])([F:20])[F:19]. (4) Given the reactants Cl[C:2]1[C:3]2[C:10](=[CH:11][C:12]3[NH:13][C:14]([CH3:27])=[C:15]([CH2:18][CH2:19][CH2:20][N:21]4[CH2:26][CH2:25][O:24][CH2:23][CH2:22]4)[C:16]=3[CH3:17])[C:9](=[O:28])[NH:8][C:4]=2[N:5]=[CH:6][N:7]=1.[C:29]([C:31]1[CH:32]=[C:33]([CH:35]=[CH:36][CH:37]=1)[NH2:34])#[CH:30].Cl, predict the reaction product. The product is: [CH3:17][C:16]1[C:15]([CH2:18][CH2:19][CH2:20][N:21]2[CH2:22][CH2:23][O:24][CH2:25][CH2:26]2)=[C:14]([CH3:27])[NH:13][C:12]=1[CH:11]=[C:10]1[C:3]2[C:2]([NH:34][C:33]3[CH:35]=[CH:36][CH:37]=[C:31]([C:29]#[CH:30])[CH:32]=3)=[N:7][CH:6]=[N:5][C:4]=2[NH:8][C:9]1=[O:28]. (5) Given the reactants [Cl:1][C:2]1[CH:3]=[CH:4][C:5]2[C:11]3[N:12]([CH:24]4[CH2:29][CH2:28][CH2:27][CH2:26][CH2:25]4)[C:13]4[C:18]([C:10]=3[CH2:9][C:8](=[O:30])[NH:7][C:6]=2[CH:31]=1)=[CH:17][C:16]([C:19]([O:21][CH2:22][CH3:23])=[O:20])=[CH:15][CH:14]=4.Cl[CH2:33][C:34]([N:36]1[CH2:41][CH2:40][CH2:39][CH2:38][CH2:37]1)=[O:35].C(=O)([O-])[O-].[K+].[K+].O, predict the reaction product. The product is: [Cl:1][C:2]1[CH:3]=[CH:4][C:5]2[C:11]3[N:12]([CH:24]4[CH2:25][CH2:26][CH2:27][CH2:28][CH2:29]4)[C:13]4[C:18]([C:10]=3[CH2:9][C:8](=[O:30])[N:7]([CH2:33][C:34](=[O:35])[N:36]3[CH2:41][CH2:40][CH2:39][CH2:38][CH2:37]3)[C:6]=2[CH:31]=1)=[CH:17][C:16]([C:19]([O:21][CH2:22][CH3:23])=[O:20])=[CH:15][CH:14]=4. (6) Given the reactants C(OC([N:8]1[CH2:13][CH2:12][C:11]([F:31])([C:14]2[S:15][CH:16]=[C:17]([CH2:19][O:20][C:21]3[CH:26]=[CH:25][C:24]([S:27]([CH3:30])(=[O:29])=[O:28])=[CH:23][CH:22]=3)[N:18]=2)[CH2:10][CH2:9]1)=O)(C)(C)C.[ClH:32], predict the reaction product. The product is: [ClH:32].[F:31][C:11]1([C:14]2[S:15][CH:16]=[C:17]([CH2:19][O:20][C:21]3[CH:26]=[CH:25][C:24]([S:27]([CH3:30])(=[O:29])=[O:28])=[CH:23][CH:22]=3)[N:18]=2)[CH2:10][CH2:9][NH:8][CH2:13][CH2:12]1. (7) Given the reactants [CH2:1]([N:3]([CH2:21][C:22]1[CH:27]=[CH:26][CH:25]=[C:24]([CH:28]=O)[CH:23]=1)[C@@H:4]1[CH2:8][CH2:7][N:6]([C:9]2[C:14]([C:15]([O:17][CH:18]([CH3:20])[CH3:19])=[O:16])=[CH:13][CH:12]=[CH:11][N:10]=2)[CH2:5]1)[CH3:2].[Cl:30][C:31]1[CH:36]=[CH:35][CH:34]=[C:33]([F:37])[C:32]=1[CH2:38][NH:39][CH2:40][CH3:41].C(O)(=O)C.C(O[BH-](OC(=O)C)OC(=O)C)(=O)C.[Na+], predict the reaction product. The product is: [Cl:30][C:31]1[CH:36]=[CH:35][CH:34]=[C:33]([F:37])[C:32]=1[CH2:38][N:39]([CH2:28][C:24]1[CH:23]=[C:22]([CH2:21][N:3]([CH2:1][CH3:2])[C@@H:4]2[CH2:8][CH2:7][N:6]([C:9]3[C:14]([C:15]([O:17][CH:18]([CH3:20])[CH3:19])=[O:16])=[CH:13][CH:12]=[CH:11][N:10]=3)[CH2:5]2)[CH:27]=[CH:26][CH:25]=1)[CH2:40][CH3:41].